The task is: Predict the product of the given reaction.. This data is from Forward reaction prediction with 1.9M reactions from USPTO patents (1976-2016). (1) Given the reactants [CH:1]([C:3]1[CH:17]=[CH:16][C:6]([O:7][C:8]2[S:12][C:11]([C:13]([NH2:15])=[O:14])=[CH:10][CH:9]=2)=[CH:5][CH:4]=1)=O.[CH2:18]([CH:20]([CH2:24][CH3:25])[CH2:21][CH2:22][NH2:23])[CH3:19].[BH4-].[Na+], predict the reaction product. The product is: [CH2:18]([CH:20]([CH2:24][CH3:25])[CH2:21][CH2:22][NH:23][CH2:1][C:3]1[CH:17]=[CH:16][C:6]([O:7][C:8]2[S:12][C:11]([C:13]([NH2:15])=[O:14])=[CH:10][CH:9]=2)=[CH:5][CH:4]=1)[CH3:19]. (2) Given the reactants CON(C)[C:4]([C:6]1[C:15]([CH3:16])=[C:14]2[C:9]([CH:10]=[CH:11][CH:12]=[N:13]2)=[CH:8][CH:7]=1)=[O:5].I[C:19]1[N:20]=[CH:21][N:22]([C:24]([C:37]2[CH:42]=[CH:41][CH:40]=[CH:39][CH:38]=2)([C:31]2[CH:36]=[CH:35][CH:34]=[CH:33][CH:32]=2)[C:25]2[CH:30]=[CH:29][CH:28]=[CH:27][CH:26]=2)[CH:23]=1.CC1N=CN(C(C2C=CC=CC=2)(C2C=CC=CC=2)C2C=CC=CC=2)C=1C(C1C=CC=C2C=1N=CC=C2)O.N1C2C(=CC=CC=2C=O)C=CC=1, predict the reaction product. The product is: [CH3:16][C:15]1[C:6]([C:4]([C:19]2[N:20]=[CH:21][N:22]([C:24]([C:25]3[CH:30]=[CH:29][CH:28]=[CH:27][CH:26]=3)([C:37]3[CH:38]=[CH:39][CH:40]=[CH:41][CH:42]=3)[C:31]3[CH:32]=[CH:33][CH:34]=[CH:35][CH:36]=3)[CH:23]=2)=[O:5])=[CH:7][CH:8]=[C:9]2[C:14]=1[N:13]=[CH:12][CH:11]=[CH:10]2. (3) Given the reactants [CH3:1][S:2]([N:5]1[CH2:10][CH2:9][N:8]([C:11]2[CH:16]=[CH:15][C:14]([O:17]S(C)(=O)=O)=[CH:13][CH:12]=2)[CH2:7][CH2:6]1)(=[O:4])=[O:3].[OH-].[Na+], predict the reaction product. The product is: [CH3:1][S:2]([N:5]1[CH2:6][CH2:7][N:8]([C:11]2[CH:16]=[CH:15][C:14]([OH:17])=[CH:13][CH:12]=2)[CH2:9][CH2:10]1)(=[O:3])=[O:4]. (4) Given the reactants [CH3:1][C:2]1[CH:15]=[C:5]2[C:6]([C@@H:10]3[CH2:12][C@H:11]3[CH2:13][NH2:14])=[CH:7][CH:8]=[CH:9][N:4]2[N:3]=1.C(N(CC)CC)C.[CH:23]1([C:26](Cl)=[O:27])[CH2:25][CH2:24]1, predict the reaction product. The product is: [CH3:1][C:2]1[CH:15]=[C:5]2[C:6]([C@@H:10]3[CH2:12][C@H:11]3[CH2:13][NH:14][C:26]([CH:23]3[CH2:25][CH2:24]3)=[O:27])=[CH:7][CH:8]=[CH:9][N:4]2[N:3]=1. (5) Given the reactants [Cl:1][C:2]1[C:7]([C:8]([NH2:10])=O)=[CH:6][N:5]=[CH:4][CH:3]=1.C(N(CC)CC)C.P(Cl)(Cl)(Cl)=O, predict the reaction product. The product is: [Cl:1][C:2]1[C:7]([C:8]#[N:10])=[CH:6][N:5]=[CH:4][CH:3]=1. (6) Given the reactants [NH2:1][C:2]1[C:11]([F:12])=[C:10](F)[C:9]([CH3:14])=[C:8]2[C:3]=1[C:4](=[O:21])[C:5]([C:18]([OH:20])=[O:19])=[CH:6][N:7]2[CH:15]1[CH2:17][CH2:16]1.[C:22]([O:26][C:27]([NH:29][C@H:30]1[C:34]2([CH2:36][CH2:35]2)[CH2:33][NH:32][CH2:31]1)=[O:28])([CH3:25])([CH3:24])[CH3:23], predict the reaction product. The product is: [NH2:1][C:2]1[C:11]([F:12])=[C:10]([N:32]2[CH2:31][C@@H:30]([NH:29][C:27]([O:26][C:22]([CH3:25])([CH3:24])[CH3:23])=[O:28])[C:34]3([CH2:35][CH2:36]3)[CH2:33]2)[C:9]([CH3:14])=[C:8]2[C:3]=1[C:4](=[O:21])[C:5]([C:18]([OH:20])=[O:19])=[CH:6][N:7]2[CH:15]1[CH2:17][CH2:16]1. (7) Given the reactants [S:1]1[C:5]2[CH:6]=[CH:7][CH:8]=[CH:9][C:4]=2[NH:3][CH2:2]1.NC1C=CC=CC=1S.C=O.C(N(C(C)C)CC)(C)C.[Cl:29][C:30]1[CH:31]=[C:32]([CH:36]=[C:37]([I:41])[C:38]=1[O:39][CH3:40])[C:33](Cl)=[O:34], predict the reaction product. The product is: [Cl:29][C:30]1[CH:31]=[C:32]([CH:36]=[C:37]([I:41])[C:38]=1[O:39][CH3:40])[C:33]([N:3]1[C:4]2[CH:9]=[CH:8][CH:7]=[CH:6][C:5]=2[S:1][CH2:2]1)=[O:34]. (8) Given the reactants [CH3:1][O:2][CH2:3]Cl.[H-].[Na+].[CH3:7][NH:8][C:9]([N:11]1[C:15]([CH3:16])=[CH:14][C:13]([O:17][C:18]2[C:23]([Cl:24])=[CH:22][C:21]([C:25]([F:28])([F:27])[F:26])=[CH:20][N:19]=2)=[N:12]1)=[O:10].O, predict the reaction product. The product is: [CH3:7][N:8]([CH2:3][O:2][CH3:1])[C:9]([N:11]1[C:15]([CH3:16])=[CH:14][C:13]([O:17][C:18]2[C:23]([Cl:24])=[CH:22][C:21]([C:25]([F:27])([F:28])[F:26])=[CH:20][N:19]=2)=[N:12]1)=[O:10]. (9) Given the reactants [Cl:1][C:2]1[C:3]([F:9])=[C:4]([CH:6]=[CH:7][CH:8]=1)[NH2:5].C(O[C:13]([CH3:23])=[C:14]([N+:20]([O-:22])=[O:21])[C:15]([O:17][CH2:18][CH3:19])=[O:16])C, predict the reaction product. The product is: [Cl:1][C:2]1[C:3]([F:9])=[C:4]([NH:5][C:13]([CH3:23])=[C:14]([N+:20]([O-:22])=[O:21])[C:15]([O:17][CH2:18][CH3:19])=[O:16])[CH:6]=[CH:7][CH:8]=1.